Dataset: Forward reaction prediction with 1.9M reactions from USPTO patents (1976-2016). Task: Predict the product of the given reaction. (1) Given the reactants [CH2:1]([Li])[CH2:2][CH2:3][CH3:4].BrC1C=C(C=CC=1)C[C:11]1[CH:20]=[C:19]2[C:13](=[CH:14][CH:15]=[CH:16][CH:17]=[CH:18]2)[C:12]=1[CH3:21].[CH2:25]([O:32][C@@H:33]1[C@@H:39]([O:40][CH2:41][C:42]2[CH:47]=[CH:46][CH:45]=[CH:44][CH:43]=2)[C@H:38]([O:48][CH2:49][C:50]2[CH:55]=[CH:54][CH:53]=[CH:52][CH:51]=2)[C@@H:37]([CH2:56][O:57][CH2:58][C:59]2[CH:64]=[CH:63][CH:62]=[CH:61][CH:60]=2)[O:36][C:34]1=[O:35])[C:26]1[CH:31]=[CH:30][CH:29]=[CH:28][CH:27]=1.[Cl-].[NH4+].[CH2:67]1[CH2:71]OC[CH2:68]1, predict the reaction product. The product is: [CH2:25]([O:32][C@@H:33]1[C@@H:39]([O:40][CH2:41][C:42]2[CH:47]=[CH:46][CH:45]=[CH:44][CH:43]=2)[C@H:38]([O:48][CH2:49][C:50]2[CH:51]=[CH:52][CH:53]=[CH:54][CH:55]=2)[C@@H:37]([CH2:56][O:57][CH2:58][C:59]2[CH:60]=[CH:61][CH:62]=[CH:63][CH:64]=2)[O:36][C:34]1([C:1]1[CH:71]=[CH:67][CH:68]=[C:3]([CH2:4][C:20]2[C:19]3[C:13]([CH:14]=[CH:15][CH:16]=[CH:17][CH:18]=3)=[C:12]([CH3:21])[CH:11]=2)[CH:2]=1)[OH:35])[C:26]1[CH:27]=[CH:28][CH:29]=[CH:30][CH:31]=1. (2) Given the reactants [CH3:1][O:2][C:3]1[C:4]2[N:17]=[C:16]([NH2:18])[S:15][C:5]=2[C:6]([N:9]2[CH2:14][CH2:13][O:12][CH2:11][CH2:10]2)=[N:7][CH:8]=1.Cl[CH2:20][C:21]1[CH:22]=[C:23]([CH:27]=[CH:28][N:29]=1)[C:24](Cl)=[O:25].C(N(C(C)C)C(C)C)C.[OH:39][CH:40]1[CH2:45][CH2:44][NH:43][CH2:42][CH2:41]1, predict the reaction product. The product is: [OH:39][CH:40]1[CH2:45][CH2:44][N:43]([CH2:20][C:21]2[CH:22]=[C:23]([CH:27]=[CH:28][N:29]=2)[C:24]([NH:18][C:16]2[S:15][C:5]3[C:6]([N:9]4[CH2:10][CH2:11][O:12][CH2:13][CH2:14]4)=[N:7][CH:8]=[C:3]([O:2][CH3:1])[C:4]=3[N:17]=2)=[O:25])[CH2:42][CH2:41]1.